This data is from Full USPTO retrosynthesis dataset with 1.9M reactions from patents (1976-2016). The task is: Predict the reactants needed to synthesize the given product. Given the product [C:31]([C@H:10]1[CH2:9][CH:8]([CH2:7][C:4]2[CH:5]=[CH:6][C:1]([C:4]3[CH:3]=[CH:2][CH:1]=[CH:6][CH:5]=3)=[CH:2][CH:3]=2)[N:12]([CH2:13][N:12]2[CH2:8][CH2:9][CH2:10][CH2:11]2)[C:11]1=[O:22])(=[O:38])[C:32]1[CH:33]=[CH:34][CH:35]=[CH:36][CH:37]=1, predict the reactants needed to synthesize it. The reactants are: [C:1]1(C2C=CC=CC=2)[CH:6]=[CH:5][C:4]([CH2:7][C@H:8]2[N:12]([CH2:13]C3C=CC(OC)=CC=3)[C:11](=[O:22])[CH2:10][CH2:9]2)=[CH:3][CH:2]=1.CO[C:31](=[O:38])[C:32]1[CH:37]=[CH:36][CH:35]=[CH:34][CH:33]=1.[H-].[Na+].